From a dataset of NCI-60 drug combinations with 297,098 pairs across 59 cell lines. Regression. Given two drug SMILES strings and cell line genomic features, predict the synergy score measuring deviation from expected non-interaction effect. (1) Drug 1: CCC1=CC2CC(C3=C(CN(C2)C1)C4=CC=CC=C4N3)(C5=C(C=C6C(=C5)C78CCN9C7C(C=CC9)(C(C(C8N6C)(C(=O)OC)O)OC(=O)C)CC)OC)C(=O)OC.C(C(C(=O)O)O)(C(=O)O)O. Drug 2: CC1=C(C=C(C=C1)NC(=O)C2=CC=C(C=C2)CN3CCN(CC3)C)NC4=NC=CC(=N4)C5=CN=CC=C5. Cell line: SK-MEL-5. Synergy scores: CSS=38.4, Synergy_ZIP=1.51, Synergy_Bliss=-1.04, Synergy_Loewe=-2.13, Synergy_HSA=-0.0299. (2) Drug 1: CN(C)C1=NC(=NC(=N1)N(C)C)N(C)C. Drug 2: C1=CC(=CC=C1CC(C(=O)O)N)N(CCCl)CCCl.Cl. Cell line: SK-MEL-2. Synergy scores: CSS=21.0, Synergy_ZIP=8.54, Synergy_Bliss=18.3, Synergy_Loewe=12.3, Synergy_HSA=13.7. (3) Drug 1: C1=NC(=NC(=O)N1C2C(C(C(O2)CO)O)O)N. Drug 2: C1C(C(OC1N2C=NC(=NC2=O)N)CO)O. Cell line: SNB-75. Synergy scores: CSS=14.1, Synergy_ZIP=-1.32, Synergy_Bliss=0.332, Synergy_Loewe=-0.119, Synergy_HSA=0.302. (4) Drug 1: CC1=CC2C(CCC3(C2CCC3(C(=O)C)OC(=O)C)C)C4(C1=CC(=O)CC4)C. Drug 2: C1=CC(=CC=C1C#N)C(C2=CC=C(C=C2)C#N)N3C=NC=N3. Cell line: HL-60(TB). Synergy scores: CSS=0.605, Synergy_ZIP=0.725, Synergy_Bliss=1.04, Synergy_Loewe=0.913, Synergy_HSA=-1.80. (5) Drug 1: CC(CN1CC(=O)NC(=O)C1)N2CC(=O)NC(=O)C2. Drug 2: COC1=NC(=NC2=C1N=CN2C3C(C(C(O3)CO)O)O)N. Cell line: NCIH23. Synergy scores: CSS=11.8, Synergy_ZIP=-2.24, Synergy_Bliss=1.52, Synergy_Loewe=-3.51, Synergy_HSA=0.579.